This data is from Full USPTO retrosynthesis dataset with 1.9M reactions from patents (1976-2016). The task is: Predict the reactants needed to synthesize the given product. (1) Given the product [OH2:9].[OH2:38].[C:49]1([S:55]([OH:58])(=[O:57])=[O:56])[CH:54]=[CH:53][CH:52]=[CH:51][CH:50]=1.[Cl:59][C:60]1[CH:61]=[C:62]([CH:85]=[CH:86][C:87]=1[Cl:88])[CH2:63][N:64]1[CH2:69][CH2:68][O:67][C@@H:66]([CH2:70][NH:71][C:72]([NH:74][CH2:75][C:76]2[CH:84]=[CH:83][C:79]([C:80]([NH2:82])=[O:81])=[CH:78][CH:77]=2)=[O:73])[CH2:65]1, predict the reactants needed to synthesize it. The reactants are: ClC1C=C(C=CC=1Cl)CN1CC[O:9][C@@H](CNC(NCC2C=CC(C(N)=O)=CC=2)=O)C1.C1(S(O)(=O)=[O:38])C=CC=CC=1.C(OC(C)C)(=O)C.O.[C:49]1([S:55]([OH:58])(=[O:57])=[O:56])[CH:54]=[CH:53][CH:52]=[CH:51][CH:50]=1.[Cl:59][C:60]1[CH:61]=[C:62]([CH:85]=[CH:86][C:87]=1[Cl:88])[CH2:63][N:64]1[CH2:69][CH2:68][O:67][C@@H:66]([CH2:70][NH:71][C:72]([NH:74][CH2:75][C:76]2[CH:84]=[CH:83][C:79]([C:80]([NH2:82])=[O:81])=[CH:78][CH:77]=2)=[O:73])[CH2:65]1. (2) Given the product [CH2:1]([C:3]1[C:8]([C:9]#[N:10])=[CH:7][N:6]=[CH:5][CH:4]=1)[CH3:2], predict the reactants needed to synthesize it. The reactants are: [CH:1]([C:3]1[C:8]([C:9]#[N:10])=[CH:7][N:6]=[CH:5][CH:4]=1)=[CH2:2]. (3) Given the product [NH2:2][CH:3]1[CH2:6][CH:5]([C:7]([O:9][CH3:10])=[O:8])[C:4]1([CH3:12])[CH3:11], predict the reactants needed to synthesize it. The reactants are: O[N:2]=[C:3]1[CH2:6][CH:5]([C:7]([O:9][CH3:10])=[O:8])[C:4]1([CH3:12])[CH3:11].[OH-].[NH4+].[H][H]. (4) Given the product [CH2:1]([C@@H:8]([C:9]([N:39]([C:36]1[S:37][CH:38]=[C:34]([C:29]2[CH:30]=[CH:31][CH:32]=[CH:33][C:28]=2[C:27]2[C:22]([O:21][CH3:20])=[N:23][CH:24]=[CH:25][CH:26]=2)[N:35]=1)[CH3:40])=[O:11])[CH2:12][C:13]([OH:15])=[O:14])[C:2]1[CH:3]=[CH:4][CH:5]=[CH:6][CH:7]=1.[CH3:20][O:21][C:22]1[C:27]([C:28]2[CH:33]=[CH:32][CH:31]=[CH:30][C:29]=2[C:34]2[N:35]=[C:36]([NH:39][CH3:40])[S:37][CH:38]=2)=[CH:26][CH:25]=[CH:24][N:23]=1, predict the reactants needed to synthesize it. The reactants are: [CH2:1]([C@H:8]([CH2:12][C:13]([O:15]C(C)(C)C)=[O:14])[C:9]([OH:11])=O)[C:2]1[CH:7]=[CH:6][CH:5]=[CH:4][CH:3]=1.[CH3:20][O:21][C:22]1[C:27]([C:28]2[CH:33]=[CH:32][CH:31]=[CH:30][C:29]=2[C:34]2[N:35]=[C:36]([NH:39][CH3:40])[S:37][CH:38]=2)=[CH:26][CH:25]=[CH:24][N:23]=1.COC1C(B(O)O)=CC=CN=1. (5) Given the product [F:19][C:20]1[CH:25]=[CH:24][C:23]([O:26][CH3:27])=[CH:22][C:21]=1[C:2]1[C:11]([O:12][CH:13]2[CH2:18][CH2:17][CH2:16][CH2:15][O:14]2)=[CH:10][C:5]([C:6]([O:8][CH3:9])=[O:7])=[CH:4][N:3]=1, predict the reactants needed to synthesize it. The reactants are: Cl[C:2]1[C:11]([O:12][CH:13]2[CH2:18][CH2:17][CH2:16][CH2:15][O:14]2)=[CH:10][C:5]([C:6]([O:8][CH3:9])=[O:7])=[CH:4][N:3]=1.[F:19][C:20]1[CH:25]=[CH:24][C:23]([O:26][CH3:27])=[CH:22][C:21]=1B(O)O.C1(P(C2CCCCC2)C2C=CC=CC=2C2C(OC)=CC=CC=2OC)CCCCC1.C(=O)([O-])[O-].[Na+].[Na+]. (6) Given the product [C:2]1([C@H:8]([NH:10][C:11]2[C:20]3[C:15](=[CH:16][C:17]([O:24][CH2:25][CH2:26][OH:27])=[C:18]([N+:21]([O-:23])=[O:22])[CH:19]=3)[N:14]=[CH:13][N:12]=2)[CH3:9])[CH:7]=[CH:6][CH:5]=[CH:4][CH:3]=1, predict the reactants needed to synthesize it. The reactants are: Cl.[C:2]1([C@H:8]([NH:10][C:11]2[C:20]3[C:15](=[CH:16][C:17]([O:24][CH2:25][CH2:26][O:27]C4CCCCO4)=[C:18]([N+:21]([O-:23])=[O:22])[CH:19]=3)[N:14]=[CH:13][N:12]=2)[CH3:9])[CH:7]=[CH:6][CH:5]=[CH:4][CH:3]=1.C(=O)([O-])[O-].[Na+].[Na+]. (7) Given the product [CH3:1][C:2]1[CH:7]=[CH:6][N:5]=[CH:4][C:3]=1[C:8]1[CH:17]=[C:16]2[C:11]([CH:12]=[C:13]([NH:18][C:20]3[CH:25]=[C:24]([CH2:26][OH:27])[CH:23]=[CH:22][N:21]=3)[N:14]=[CH:15]2)=[CH:10][CH:9]=1, predict the reactants needed to synthesize it. The reactants are: [CH3:1][C:2]1[CH:7]=[CH:6][N:5]=[CH:4][C:3]=1[C:8]1[CH:17]=[C:16]2[C:11]([CH:12]=[C:13]([NH2:18])[N:14]=[CH:15]2)=[CH:10][CH:9]=1.Br[C:20]1[CH:25]=[C:24]([CH2:26][OH:27])[CH:23]=[CH:22][N:21]=1. (8) Given the product [OH:4][C:5]1[C:14]([CH3:15])=[CH:13][C:8]([C:9]([O:11][CH3:12])=[O:10])=[CH:7][C:6]=1[CH2:16][CH:17]([O:20][CH3:19])[CH3:18], predict the reactants needed to synthesize it. The reactants are: C([O:4][C:5]1[C:14]([CH3:15])=[CH:13][C:8]([C:9]([O:11][CH3:12])=[O:10])=[CH:7][C:6]=1[CH2:16][CH:17]=[CH2:18])(=O)C.[CH3:19][OH:20]. (9) Given the product [C:17]([S:19][CH2:2][C:3]1[C:10]([N+:11]([O-:13])=[O:12])=[CH:9][C:6]([CH2:7][OH:8])=[CH:5][C:4]=1[N+:14]([O-:16])=[O:15])(=[O:20])[CH3:18], predict the reactants needed to synthesize it. The reactants are: Br[CH2:2][C:3]1[C:10]([N+:11]([O-:13])=[O:12])=[CH:9][C:6]([CH2:7][OH:8])=[CH:5][C:4]=1[N+:14]([O-:16])=[O:15].[C:17]([O-:20])(=[S:19])[CH3:18].[K+]. (10) Given the product [O:19]=[C:18]1[C:17]2([CH2:24][CH2:23][NH:22][CH2:21][CH2:20]2)[N:16]([C:35]2[CH:36]=[CH:37][CH:38]=[CH:39][CH:40]=2)[CH2:15][N:14]1[C:11]1[CH:10]=[CH:9][C:8]([C:6]([O:5][C:1]([CH3:2])([CH3:4])[CH3:3])=[O:7])=[CH:13][CH:12]=1, predict the reactants needed to synthesize it. The reactants are: [C:1]([O:5][C:6]([C:8]1[CH:13]=[CH:12][C:11]([N:14]2[C:18](=[O:19])[C:17]3([CH2:24][CH2:23][N:22](C(OCC4C=CC=CC=4)=O)[CH2:21][CH2:20]3)[N:16]([C:35]3[CH:40]=[CH:39][CH:38]=[CH:37][CH:36]=3)[CH2:15]2)=[CH:10][CH:9]=1)=[O:7])([CH3:4])([CH3:3])[CH3:2].